From a dataset of Full USPTO retrosynthesis dataset with 1.9M reactions from patents (1976-2016). Predict the reactants needed to synthesize the given product. (1) Given the product [CH2:32]([N:39]([C@H:40]1[CH2:45][CH2:44][C@H:43]([C:46]2[CH:47]=[CH:48][C:49]([OH:52])=[CH:50][CH:51]=2)[CH2:42][CH2:41]1)[CH2:18][C@H:17]([OH:19])[CH2:16][O:15][C:12]1[CH:13]=[CH:14][C:9]([O:8][CH2:1][C:2]2[CH:3]=[CH:4][CH:5]=[CH:6][CH:7]=2)=[C:10]([NH:20][S:21]([CH3:24])(=[O:22])=[O:23])[CH:11]=1)[C:33]1[CH:34]=[CH:35][CH:36]=[CH:37][CH:38]=1, predict the reactants needed to synthesize it. The reactants are: [CH2:1]([O:8][C:9]1[CH:14]=[CH:13][C:12]([O:15][CH2:16][C@H:17]2[O:19][CH2:18]2)=[CH:11][C:10]=1[N:20](C(OC(C)(C)C)=O)[S:21]([CH3:24])(=[O:23])=[O:22])[C:2]1[CH:7]=[CH:6][CH:5]=[CH:4][CH:3]=1.[CH2:32]([NH:39][C@H:40]1[CH2:45][CH2:44][C@H:43]([C:46]2[CH:51]=[CH:50][C:49]([OH:52])=[CH:48][CH:47]=2)[CH2:42][CH2:41]1)[C:33]1[CH:38]=[CH:37][CH:36]=[CH:35][CH:34]=1.Cl. (2) Given the product [Cl:36][C:37]1[CH:45]=[CH:44][C:40]([C:41]([NH:1][C:2]2[CH:3]=[C:4]([C:9]([N:11]3[CH2:16][CH2:15][C@H:14]([C:17]4[CH:22]=[CH:21][C:20]([C:23]5[N:24]([CH3:28])[N:25]=[CH:26][CH:27]=5)=[CH:19][CH:18]=4)[C@H:13]([CH3:29])[CH2:12]3)=[O:10])[CH:5]=[CH:6][C:7]=2[CH3:8])=[O:42])=[CH:39][N:38]=1, predict the reactants needed to synthesize it. The reactants are: [NH2:1][C:2]1[CH:3]=[C:4]([C:9]([N:11]2[CH2:16][CH2:15][C@H:14]([C:17]3[CH:22]=[CH:21][C:20]([C:23]4[N:24]([CH3:28])[N:25]=[CH:26][CH:27]=4)=[CH:19][CH:18]=3)[C@H:13]([CH3:29])[CH2:12]2)=[O:10])[CH:5]=[CH:6][C:7]=1[CH3:8].N1C=CC=CC=1.[Cl:36][C:37]1[CH:45]=[CH:44][C:40]([C:41](Cl)=[O:42])=[CH:39][N:38]=1. (3) Given the product [CH:27]1([C:9]2[C:8]3[CH:2]([CH3:1])[CH2:3][N:4]([C:17]([O:19][C:20]([CH3:22])([CH3:21])[CH3:23])=[O:18])[CH2:5][CH2:6][C:7]=3[CH:12]=[C:11]3[O:13][CH2:14][CH2:15][NH:16][C:10]=23)[CH2:28][CH2:29]1, predict the reactants needed to synthesize it. The reactants are: [CH3:1][CH:2]1[C:8]2[CH:9]=[C:10]3[NH:16][CH2:15][CH2:14][O:13][C:11]3=[CH:12][C:7]=2[CH2:6][CH2:5][N:4]([C:17]([O:19][C:20]([CH3:23])([CH3:22])[CH3:21])=[O:18])[CH2:3]1.BrN1[C:29](=O)[CH2:28][CH2:27]C1=O.C1(OB(O)O)CC1.P([O-])([O-])([O-])=O.[K+].[K+].[K+].C1(P(C2CCCCC2)C2CCCCC2)CCCCC1.